This data is from Full USPTO retrosynthesis dataset with 1.9M reactions from patents (1976-2016). The task is: Predict the reactants needed to synthesize the given product. (1) Given the product [CH2:11]([C@H:8]1[CH2:9][CH2:10][C@H:5]([C:3]([OH:4])=[O:2])[CH2:6][CH2:7]1)[CH:12]([CH3:14])[CH3:13], predict the reactants needed to synthesize it. The reactants are: C[O:2][C:3]([C@H:5]1[CH2:10][CH2:9][C@H:8]([CH2:11][CH:12]([CH3:14])[CH3:13])[CH2:7][CH2:6]1)=[O:4].C1(C)C=CC=CC=1.C[O-].[Na+]. (2) Given the product [Cl:15][C:10]1[CH:9]=[C:8]2[C:13](=[CH:12][C:11]=1[Cl:14])[C:4](=[O:3])[NH:5][CH2:6][CH2:7]2, predict the reactants needed to synthesize it. The reactants are: C([O:3][C:4](=O)[NH:5][CH2:6][CH2:7][C:8]1[CH:13]=[CH:12][C:11]([Cl:14])=[C:10]([Cl:15])[CH:9]=1)C.O=P12OP3(OP(OP(O3)(O1)=O)(=O)O2)=O. (3) The reactants are: Br[C:2]1[CH:11]=[CH:10][C:9]([NH:12][S:13]([CH3:16])(=[O:15])=[O:14])=[CH:8][C:3]=1[C:4]([O:6][CH3:7])=[O:5].[F:17][C:18]([F:29])([F:28])[C:19]1[CH:24]=[CH:23][C:22](B(O)O)=[CH:21][CH:20]=1. Given the product [CH3:16][S:13]([NH:12][C:9]1[CH:8]=[C:3]([C:4]([O:6][CH3:7])=[O:5])[C:2]([C:22]2[CH:23]=[CH:24][C:19]([C:18]([F:29])([F:28])[F:17])=[CH:20][CH:21]=2)=[CH:11][CH:10]=1)(=[O:15])=[O:14], predict the reactants needed to synthesize it. (4) Given the product [Cl:1][C:2]1[CH:27]=[CH:26][C:5]2[N:6]3[C:10]([CH2:11][N:12]([C:35](=[O:37])[CH3:36])[CH2:13][C:4]=2[CH:3]=1)=[N:9][N:8]=[C:7]3[C@H:14]1[CH2:15][CH2:16][C@H:17]([C:20]2[CH:24]=[C:23]([CH3:25])[O:22][N:21]=2)[CH2:18][CH2:19]1, predict the reactants needed to synthesize it. The reactants are: [Cl:1][C:2]1[CH:27]=[CH:26][C:5]2[N:6]3[C:10]([CH2:11][NH:12][CH2:13][C:4]=2[CH:3]=1)=[N:9][N:8]=[C:7]3[C@H:14]1[CH2:19][CH2:18][C@H:17]([C:20]2[CH:24]=[C:23]([CH3:25])[O:22][N:21]=2)[CH2:16][CH2:15]1.C(N(CC)CC)C.[C:35](Cl)(=[O:37])[CH3:36]. (5) Given the product [CH3:1][C:2]1[CH:10]=[CH:9][C:5]([C:6]#[N:8])=[CH:4][C:3]=1[C:11]1[C:22](=[O:23])[N:21]([CH3:24])[C:14]2[N:15]=[C:16]([S:19][CH3:20])[N:17]=[CH:18][C:13]=2[CH:12]=1, predict the reactants needed to synthesize it. The reactants are: [CH3:1][C:2]1[CH:10]=[CH:9][C:5]([C:6]([NH2:8])=O)=[CH:4][C:3]=1[C:11]1[C:22](=[O:23])[N:21]([CH3:24])[C:14]2[N:15]=[C:16]([S:19][CH3:20])[N:17]=[CH:18][C:13]=2[CH:12]=1. (6) Given the product [Br:2][C:3]1[CH:9]=[CH:8][CH:7]=[CH:6][C:4]=1[N:5]([C:16](=[O:17])[C:15]([OH:21])=[O:14])[NH2:10], predict the reactants needed to synthesize it. The reactants are: Cl.[Br:2][C:3]1[CH:9]=[CH:8][CH:7]=[CH:6][C:4]=1[NH2:5].[N:10]([O-])=O.[Na+].[O:14]=[C:15]1[O:21][C@H]([C@H](CO)O)C(O)=[C:16]1[OH:17]. (7) The reactants are: [CH2:1]([N:8]1[CH2:13][CH2:12][C:11](=[O:14])[CH2:10][CH2:9]1)[C:2]1[CH:7]=[CH:6][CH:5]=[CH:4][CH:3]=1.[CH3:15][Mg]Br.[Cl-].[NH4+]. Given the product [CH2:1]([N:8]1[CH2:13][CH2:12][C:11]([CH3:15])([OH:14])[CH2:10][CH2:9]1)[C:2]1[CH:3]=[CH:4][CH:5]=[CH:6][CH:7]=1, predict the reactants needed to synthesize it.